This data is from Peptide-MHC class II binding affinity with 134,281 pairs from IEDB. The task is: Regression. Given a peptide amino acid sequence and an MHC pseudo amino acid sequence, predict their binding affinity value. This is MHC class II binding data. (1) The peptide sequence is EKKYFAVTQFEPLAA. The MHC is HLA-DPA10103-DPB10401 with pseudo-sequence HLA-DPA10103-DPB10401. The binding affinity (normalized) is 1.00. (2) The peptide sequence is AFKVAAMAANAAPAN. The MHC is DRB1_0701 with pseudo-sequence DRB1_0701. The binding affinity (normalized) is 0.375.